From a dataset of Full USPTO retrosynthesis dataset with 1.9M reactions from patents (1976-2016). Predict the reactants needed to synthesize the given product. (1) Given the product [CH:4]1([S:5]([C:8]2[CH:13]=[CH:12][C:11]([F:14])=[C:10]([F:15])[CH:9]=2)(=[O:7])=[O:6])[CH2:2][CH2:3]1, predict the reactants needed to synthesize it. The reactants are: Cl[CH2:2][CH2:3][CH2:4][S:5]([C:8]1[CH:13]=[CH:12][C:11]([F:14])=[C:10]([F:15])[CH:9]=1)(=[O:7])=[O:6].C[Si]([N-][Si](C)(C)C)(C)C.[K+]. (2) Given the product [ClH:4].[ClH:4].[ClH:4].[NH2:24][CH2:23][CH2:22][CH2:21][O:20][C:18]1[CH:19]=[C:11]([C:6]2[C:5]([Cl:4])=[CH:10][CH:9]=[CH:8][N:7]=2)[CH:12]=[C:13]2[C:17]=1[NH:16][N:15]=[C:14]2[NH:35][C:36]1[S:37][CH:38]=[CH:39][N:40]=1, predict the reactants needed to synthesize it. The reactants are: C(O)C.[Cl:4][C:5]1[C:6]([C:11]2[CH:12]=[C:13]3[C:17](=[C:18]([O:20][CH2:21][CH2:22][CH2:23][N:24]4C(=O)C5C(=CC=CC=5)C4=O)[CH:19]=2)[NH:16][N:15]=[C:14]3[NH:35][C:36]2[S:37][CH:38]=[CH:39][N:40]=2)=[N:7][CH:8]=[CH:9][CH:10]=1.O.NN. (3) Given the product [F:28][C:27]([F:30])([F:29])[O:26][C:22]1[CH:21]=[C:20]([C:2]2[N:35]=[C:5]([CH:7]3[CH2:12][CH2:11][NH:10][CH2:9][CH2:8]3)[NH:4][CH:3]=2)[CH:25]=[CH:24][CH:23]=1, predict the reactants needed to synthesize it. The reactants are: O=[C:2]([C:20]1[CH:25]=[CH:24][CH:23]=[C:22]([O:26][C:27]([F:30])([F:29])[F:28])[CH:21]=1)[CH2:3][NH:4][C:5]([CH:7]1[CH2:12][CH2:11][N:10](C(OC(C)(C)C)=O)[CH2:9][CH2:8]1)=O.C([O-])(=O)C.[NH4+:35].